From a dataset of Forward reaction prediction with 1.9M reactions from USPTO patents (1976-2016). Predict the product of the given reaction. Given the reactants O[CH2:2][C:3]1([CH2:7][NH:8][C:9](=[O:15])[O:10][C:11]([CH3:14])([CH3:13])[CH3:12])[CH2:6][CH2:5][CH2:4]1.[NH:16]1[C:24]2[C:19](=[CH:20][CH:21]=[C:22]([C:25]([O:27][CH2:28][CH3:29])=[O:26])[CH:23]=2)[CH:18]=[C:17]1[C:30]([O:32][CH2:33][CH3:34])=[O:31].C1(P(C2C=CC=CC=2)C2C=CC=CC=2)C=CC=CC=1.N(C(OC(C)C)=O)=NC(OC(C)C)=O, predict the reaction product. The product is: [C:11]([O:10][C:9]([NH:8][CH2:7][C:3]1([CH2:2][N:16]2[C:24]3[C:19](=[CH:20][CH:21]=[C:22]([C:25]([O:27][CH2:28][CH3:29])=[O:26])[CH:23]=3)[CH:18]=[C:17]2[C:30]([O:32][CH2:33][CH3:34])=[O:31])[CH2:6][CH2:5][CH2:4]1)=[O:15])([CH3:14])([CH3:13])[CH3:12].